Dataset: CYP2C19 inhibition data for predicting drug metabolism from PubChem BioAssay. Task: Regression/Classification. Given a drug SMILES string, predict its absorption, distribution, metabolism, or excretion properties. Task type varies by dataset: regression for continuous measurements (e.g., permeability, clearance, half-life) or binary classification for categorical outcomes (e.g., BBB penetration, CYP inhibition). Dataset: cyp2c19_veith. (1) The drug is COC(=O)C1=C(NC(=O)c2ccc(C)c(C)c2)CCS1. The result is 1 (inhibitor). (2) The molecule is Cn1c(SCC(=O)N/N=C/C=C\c2ccco2)nc2ccccc21. The result is 1 (inhibitor). (3) The molecule is C#CCOC(=O)Nc1ccc(=O)n(Cc2c(Cl)cccc2Cl)c1. The result is 1 (inhibitor). (4) The molecule is O=C(c1ccncc1)N1CCC2(CC1)CN(Cc1cc(C(F)(F)F)cc(C(F)(F)F)c1)C2. The result is 0 (non-inhibitor). (5) The molecule is Cc1c(C(=O)Nc2ccc(OCc3ccccc3)cc2)cccc1[N+](=O)[O-]. The result is 0 (non-inhibitor). (6) The compound is O=C(CO)N/N=C/c1ccccc1F. The result is 0 (non-inhibitor). (7) The drug is CN1CCN(c2nc3c(c(=O)n(C)c(=O)n3C)n2C)CC1. The result is 0 (non-inhibitor).